From a dataset of Full USPTO retrosynthesis dataset with 1.9M reactions from patents (1976-2016). Predict the reactants needed to synthesize the given product. (1) Given the product [CH2:1]([N:4]1[CH2:9][CH2:8][CH2:7][CH2:6][C@H:5]1[C@@H:10]([NH:17][C:18]1[C:27]2[C:22](=[C:23]([O:28][CH2:29][CH2:30][NH:31][S:34]([CH3:33])(=[O:36])=[O:35])[CH:24]=[CH:25][CH:26]=2)[N:21]=[C:20]([CH3:32])[CH:19]=1)[C:11]1[CH:12]=[CH:13][CH:14]=[CH:15][CH:16]=1)[CH:2]=[CH2:3], predict the reactants needed to synthesize it. The reactants are: [CH2:1]([N:4]1[CH2:9][CH2:8][CH2:7][CH2:6][C@H:5]1[C@@H:10]([NH:17][C:18]1[C:27]2[C:22](=[C:23]([O:28][CH2:29][CH2:30][NH2:31])[CH:24]=[CH:25][CH:26]=2)[N:21]=[C:20]([CH3:32])[CH:19]=1)[C:11]1[CH:16]=[CH:15][CH:14]=[CH:13][CH:12]=1)[CH:2]=[CH2:3].[CH3:33][S:34](Cl)(=[O:36])=[O:35]. (2) Given the product [F:17][C:10]1[CH:9]=[C:8]([C:5]2[CH:4]=[N:3][C:2]3[N:7]([C:19]([C:22]4([C:25]5[CH:26]=[C:27]6[C:32](=[CH:33][CH:34]=5)[N:31]=[CH:30][CH:29]=[CH:28]6)[CH2:24][CH2:23]4)=[CH:20][N:1]=3)[CH:6]=2)[CH:16]=[CH:15][C:11]=1[C:12]([OH:14])=[O:13], predict the reactants needed to synthesize it. The reactants are: [NH2:1][C:2]1[N:7]=[CH:6][C:5]([C:8]2[CH:16]=[CH:15][C:11]([C:12]([OH:14])=[O:13])=[C:10]([F:17])[CH:9]=2)=[CH:4][N:3]=1.Cl[CH:19]([C:22]1([C:25]2[CH:26]=[C:27]3[C:32](=[CH:33][CH:34]=2)[N:31]=[CH:30][CH:29]=[CH:28]3)[CH2:24][CH2:23]1)[CH:20]=O. (3) The reactants are: [Cl:1][CH2:2][CH2:3][CH2:4][C:5](Cl)=[O:6].[F:8][C:9]1[CH:10]=[C:11]([OH:15])[CH:12]=[CH:13][CH:14]=1. Given the product [F:8][C:9]1[CH:10]=[C:11]([O:15][C:5](=[O:6])[CH2:4][CH2:3][CH2:2][Cl:1])[CH:12]=[CH:13][CH:14]=1, predict the reactants needed to synthesize it.